Dataset: Full USPTO retrosynthesis dataset with 1.9M reactions from patents (1976-2016). Task: Predict the reactants needed to synthesize the given product. (1) Given the product [CH3:16][N:9]1[C:10]2[CH:11]=[CH:12][CH:13]=[CH:14][C:15]=2[C:7]2[C:5]([C:4]([O:3][CH2:1][CH3:2])=[O:22])=[N:24][NH:25][C:17](=[O:18])[C:8]1=2, predict the reactants needed to synthesize it. The reactants are: [CH2:1]([O:3][C:4](=[O:22])[C:5]([C:7]1[C:15]2[C:10](=[CH:11][CH:12]=[CH:13][CH:14]=2)[N:9]([CH3:16])[C:8]=1[C:17](OCC)=[O:18])=O)[CH3:2].O.[NH2:24][NH2:25]. (2) Given the product [Br:1][C:2]1[CH:3]=[C:4]2[C:8](=[CH:9][CH:10]=1)[C:7](=[O:11])[CH:6]([CH2:12][CH2:13][CH2:14][CH2:15][O:16][Si:17]([C:30]([CH3:33])([CH3:32])[CH3:31])([C:24]1[CH:29]=[CH:28][CH:27]=[CH:26][CH:25]=1)[C:18]1[CH:19]=[CH:20][CH:21]=[CH:22][CH:23]=1)[CH2:5]2, predict the reactants needed to synthesize it. The reactants are: [Br:1][C:2]1[CH:3]=[C:4]2[C:8](=[CH:9][CH:10]=1)[C:7](=[O:11])[C:6](=[CH:12][CH2:13][CH2:14][CH2:15][O:16][Si:17]([C:30]([CH3:33])([CH3:32])[CH3:31])([C:24]1[CH:29]=[CH:28][CH:27]=[CH:26][CH:25]=1)[C:18]1[CH:23]=[CH:22][CH:21]=[CH:20][CH:19]=1)[CH2:5]2.CCC(C)[BH-](C(C)CC)C(C)CC.[K+].C1COCC1.[Cl-].[NH4+]. (3) Given the product [Br:1][C:2]1[CH:7]=[CH:6][C:5]([S:8](=[O:10])(=[O:9])[N:11]([CH3:13])[CH3:12])=[C:22]([CH:3]=1)[C:23]([OH:18])=[O:16], predict the reactants needed to synthesize it. The reactants are: [Br:1][C:2]1[CH:7]=[CH:6][C:5]([S:8]([N:11]([CH3:13])[CH3:12])(=[O:10])=[O:9])=C(C#N)[CH:3]=1.[OH-:16].[Na+].[O:18]1[CH2:23][CH2:22]OCC1. (4) Given the product [F:24][C:2]([F:1])([F:23])[C:3]1[CH:8]=[C:7]([C:9]([F:10])([F:11])[F:12])[CH:6]=[CH:5][C:4]=1[C:13]1[CH:18]=[CH:17][N:16]=[C:15]([C:19]2[NH:21][O:22][C:25](=[O:26])[N:20]=2)[CH:14]=1, predict the reactants needed to synthesize it. The reactants are: [F:1][C:2]([F:24])([F:23])[C:3]1[CH:8]=[C:7]([C:9]([F:12])([F:11])[F:10])[CH:6]=[CH:5][C:4]=1[C:13]1[CH:18]=[CH:17][N:16]=[C:15]([C:19](=[N:21][OH:22])[NH2:20])[CH:14]=1.[C:25](N1C=CN=C1)(N1C=CN=C1)=[O:26].N12CCCN=C1CCCCC2.Cl. (5) Given the product [CH2:1]([O:4][C@H:5]1[CH2:10][CH2:9][C@H:8]([C:11]([OH:13])=[O:12])[CH2:7][CH2:6]1)[CH2:2][CH3:3], predict the reactants needed to synthesize it. The reactants are: [CH2:1]([O:4][C@H:5]1[CH2:10][CH2:9][C@H:8]([C:11]([O:13]CC)=[O:12])[CH2:7][CH2:6]1)[CH2:2][CH3:3].[OH-].[Na+].O1CCCC1.